From a dataset of Reaction yield outcomes from USPTO patents with 853,638 reactions. Predict the reaction yield, written as a fraction of the theoretical maximum amount of product (1.0 means a 100% yield; for example, 0.34 means a 34% yield). (1) The reactants are [C:1]1([CH:7]2[CH2:12][CH2:11][N:10]([C:13]([C:15]3[CH:16]=[N:17][C:18]4[N:19]([N:32]=[CH:33][C:34]=4[C:35]([OH:37])=O)[C:20]=3[NH:21][C:22]3[CH:23]=[CH:24][CH:25]=[C:26]4[C:31]=3[N:30]=[CH:29][CH:28]=[CH:27]4)=[O:14])[CH2:9][CH2:8]2)[CH:6]=[CH:5][CH:4]=[CH:3][CH:2]=1.[CH2:38]([S:40]([NH2:43])(=[O:42])=[O:41])[CH3:39]. No catalyst specified. The product is [C:1]1([CH:7]2[CH2:12][CH2:11][N:10]([C:13]([C:15]3[CH:16]=[N:17][C:18]4[N:19]([N:32]=[CH:33][C:34]=4[C:35]([NH:43][S:40]([CH2:38][CH3:39])(=[O:42])=[O:41])=[O:37])[C:20]=3[NH:21][C:22]3[CH:23]=[CH:24][CH:25]=[C:26]4[C:31]=3[N:30]=[CH:29][CH:28]=[CH:27]4)=[O:14])[CH2:9][CH2:8]2)[CH:6]=[CH:5][CH:4]=[CH:3][CH:2]=1. The yield is 0.300. (2) The reactants are Cl[C:2]1[N:11]=[C:10]([NH:12][CH2:13][CH:14]([C:21]2[CH:26]=[CH:25][CH:24]=[CH:23][CH:22]=2)[C:15]2[CH:20]=[CH:19][CH:18]=[CH:17][CH:16]=2)[C:9]2[C:4](=[CH:5][CH:6]=[CH:7][CH:8]=2)[N:3]=1.[NH:27]1[C:35]2[C:30](=[CH:31][C:32](B(O)O)=[CH:33][CH:34]=2)[CH:29]=[CH:28]1.C(NC1C2C(=CC=CC=2)N=C(C2SC3C=CC=CC=3C=2)N=1)(C1C=CC=CC=1)C1C=CC=CC=1. The catalyst is C1CCCCC1.CCOC(C)=O. The product is [C:15]1([CH:14]([C:21]2[CH:26]=[CH:25][CH:24]=[CH:23][CH:22]=2)[CH2:13][NH:12][C:10]2[C:9]3[C:4](=[CH:5][CH:6]=[CH:7][CH:8]=3)[N:3]=[C:2]([C:32]3[CH:31]=[C:30]4[C:35](=[CH:34][CH:33]=3)[NH:27][CH:28]=[CH:29]4)[N:11]=2)[CH:20]=[CH:19][CH:18]=[CH:17][CH:16]=1. The yield is 0.790. (3) The reactants are [CH3:1][O:2][C:3]1[CH:8]=[C:7]([C:9]2[CH:10]=[N:11][N:12]([CH3:14])[CH:13]=2)[CH:6]=[CH:5][C:4]=1[NH:15][CH:16]=O.[H-].[Na+].[CH3:20][C:21]1[N:34]=[C:33]([NH:35][CH2:36][C:37]([CH3:40])([CH3:39])[CH3:38])[C:24]2[N:25]=C(S(C)(=O)=O)[N:27]=[CH:28][C:23]=2[CH:22]=1. The catalyst is C1COCC1. The product is [CH3:1][O:2][C:3]1[CH:8]=[C:7]([C:9]2[CH:10]=[N:11][N:12]([CH3:14])[CH:13]=2)[CH:6]=[CH:5][C:4]=1[NH:15][C:16]1[N:27]=[CH:28][C:23]2[CH:22]=[C:21]([CH3:20])[N:34]=[C:33]([NH:35][CH2:36][C:37]([CH3:40])([CH3:39])[CH3:38])[C:24]=2[N:25]=1. The yield is 0.320. (4) The reactants are [CH2:1](Br)[C:2]1[CH:7]=[CH:6][CH:5]=[CH:4][CH:3]=1.[OH:9][CH2:10][C:11]1[CH:16]=[CH:15][C:14](B(O)O)=[CH:13][CH:12]=1.[O-]P([O-])([O-])=O.[K+].[K+].[K+]. The product is [CH2:1]([C:14]1[CH:15]=[CH:16][C:11]([CH2:10][OH:9])=[CH:12][CH:13]=1)[C:2]1[CH:7]=[CH:6][CH:5]=[CH:4][CH:3]=1. The catalyst is Cl[Pd](Cl)([P](C1C=CC=CC=1)(C1C=CC=CC=1)C1C=CC=CC=1)[P](C1C=CC=CC=1)(C1C=CC=CC=1)C1C=CC=CC=1.CN(C=O)C.O. The yield is 0.680. (5) The yield is 0.860. The product is [CH:1]1([NH:7][C:8]([CH:10]2[CH2:15][CH2:14][CH2:13][CH:12]([OH:16])[CH2:11]2)=[O:9])[CH2:6][CH2:5][CH2:4][CH2:3][CH2:2]1. The reactants are [CH:1]1([NH:7][C:8]([CH:10]2[CH2:15][CH2:14][CH2:13][C:12](=[O:16])[CH2:11]2)=[O:9])[CH2:6][CH2:5][CH2:4][CH2:3][CH2:2]1. The catalyst is O1CCCC1.[Cl-].[NH4+].CCOC(C)=O.